This data is from Forward reaction prediction with 1.9M reactions from USPTO patents (1976-2016). The task is: Predict the product of the given reaction. (1) Given the reactants CN(CC1N(C[C@H]2CCCNC2)C2C=CC=CC=2N=1)[C@H]1C2N=CC=CC=2CCC1.[CH3:30][N:31]([CH2:42][C:43]1[N:47]([CH2:48][C@@H:49]2[CH2:54][CH2:53][CH2:52][N:51]([CH:55]([CH3:57])[CH3:56])[CH2:50]2)[C:46]2[CH:58]=[CH:59][CH:60]=[CH:61][C:45]=2[N:44]=1)[C@H:32]1[C:41]2[N:40]=[CH:39][CH:38]=[CH:37][C:36]=2[CH2:35][CH2:34][CH2:33]1, predict the reaction product. The product is: [CH3:30][N:31]([CH2:42][C:43]1[N:47]([CH2:48][C@H:49]2[CH2:54][CH2:53][CH2:52][N:51]([CH:55]([CH3:57])[CH3:56])[CH2:50]2)[C:46]2[CH:58]=[CH:59][CH:60]=[CH:61][C:45]=2[N:44]=1)[C@H:32]1[C:41]2[N:40]=[CH:39][CH:38]=[CH:37][C:36]=2[CH2:35][CH2:34][CH2:33]1. (2) Given the reactants [C:1]([C:3]1[C:11]2[S:10][C:9]([NH:12][C:13]([CH:15]3CC3)=[O:14])=[N:8][C:7]=2[CH:6]=[CH:5][C:4]=1[O:18][C:19]1[CH:20]=[C:21]([NH:25][C:26](=[O:38])[C:27]2[CH:32]=[CH:31][CH:30]=[C:29]([C:33]([C:36]#[N:37])([CH3:35])[CH3:34])[CH:28]=2)[CH:22]=[CH:23][CH:24]=1)#[N:2].C(Cl)(=O)C, predict the reaction product. The product is: [C:13]([NH:12][C:9]1[S:10][C:11]2[C:3]([C:1]#[N:2])=[C:4]([O:18][C:19]3[CH:20]=[C:21]([NH:25][C:26](=[O:38])[C:27]4[CH:32]=[CH:31][CH:30]=[C:29]([C:33]([C:36]#[N:37])([CH3:35])[CH3:34])[CH:28]=4)[CH:22]=[CH:23][CH:24]=3)[CH:5]=[CH:6][C:7]=2[N:8]=1)(=[O:14])[CH3:15].